From a dataset of Forward reaction prediction with 1.9M reactions from USPTO patents (1976-2016). Predict the product of the given reaction. (1) Given the reactants [C:1]([C:3]1[C:4]([NH:13][C:14]([NH:16][CH:17]2[CH2:22][CH2:21][N:20]([C:23]([O:25][CH2:26][C:27]3[CH:32]=[CH:31][CH:30]=[CH:29][CH:28]=3)=[O:24])[CH2:19][CH2:18]2)=[O:15])=[C:5]([C:9](OC)=[O:10])[NH:6][C:7]=1[CH3:8])#[N:2].C(=O)([O-])[O-].[K+].[K+].CO, predict the reaction product. The product is: [C:1]([C:3]1[C:4]2[NH:13][C:14](=[O:15])[N:16]([CH:17]3[CH2:18][CH2:19][N:20]([C:23]([O:25][CH2:26][C:27]4[CH:32]=[CH:31][CH:30]=[CH:29][CH:28]=4)=[O:24])[CH2:21][CH2:22]3)[C:9](=[O:10])[C:5]=2[NH:6][C:7]=1[CH3:8])#[N:2]. (2) Given the reactants N(C(OC[CH:17]1[C:29]2[C:24](=CC=C[CH:28]=2)C2C1=CC=CC=2)=O)[C@H](C(O)=O)C[C:4]1[CH:9]=[CH:8][CH:7]=[CH:6][CH:5]=1.C1C=CC2N(O)N=[N:36]C=2C=1.C(N=C=NC(C)C)(C)C.N(C(OCC1C2C(=CC=CC=2)C2C1=CC=CC=2)=O)[C@H](C(O)=O)CC1C=CC=CC=1.C[N:79]([CH:81]=[O:82])C, predict the reaction product. The product is: [NH2:36][C@H:28]([C:81]([NH2:79])=[O:82])[CH:29]([CH3:17])[CH3:24].[CH2:4]1[CH2:9][CH2:8][CH2:7][CH2:6][CH2:5]1.